From a dataset of Experimentally validated miRNA-target interactions with 360,000+ pairs, plus equal number of negative samples. Binary Classification. Given a miRNA mature sequence and a target amino acid sequence, predict their likelihood of interaction. (1) The protein sequence of the target gene is MGAPAASLLLLLLLFACCWAPGGANLSQDDSQPWTSDETVVAGGTVVLKCQVKDHEDSSLQWSNPAQQTLYFGEKRALRDNRIQLVTSTPHELSISISNVALADEGEYTCSIFTMPVRTAKSLVTVLGIPQKPIITGYKSSLREKDTATLNCQSSGSKPAARLTWRKGDQELHGEPTRIQEDPNGKTFTVSSSVTFQVTREDDGASIVCSVNHESLKGADRSTSQRIEVLYTPTAMIRPDPPHPREGQKLLLHCEGRGNPVPQQYLWEKEGSVPPLKMTQESALIFPFLNKSDSGTYGCT.... Result: 0 (no interaction). The miRNA is hsa-miR-1303 with sequence UUUAGAGACGGGGUCUUGCUCU. (2) The miRNA is hsa-miR-653-5p with sequence GUGUUGAAACAAUCUCUACUG. The protein sequence of the target gene is MGPSGLLVALALHLAVCSRPHRDYCVLGAGPAGLQMAAFLHRAGRDYEVFERESAPGSFFTRYPRHRKLISINKRHTGKANAEFNLRHDWNSLLSDDPHLLFRHYSQAYFPDASDMVRYLGDFARRLGLHVLYNTNITHVTLDKDPQAWNGHYFILTDQKGQVYQCSVLLVATGLAVPKLVDFPGSEYVEGYESVSVDPEDFVGQNVLILGHGNSAFETAENILGVTNFVHMLSRSRVRLSWATHYVGDVRAINNGLLDTYQLKSLDGLLESDLEYLALVKDSKGKFHVTLKFLLENNSS.... Result: 0 (no interaction).